This data is from Forward reaction prediction with 1.9M reactions from USPTO patents (1976-2016). The task is: Predict the product of the given reaction. (1) Given the reactants [CH2:1]([NH2:8])[C:2]1[CH:7]=[CH:6][CH:5]=[CH:4][CH:3]=1.C(N(CC)CC)C.Br[CH2:17][C:18]1[CH:23]=[CH:22][C:21]([F:24])=[CH:20][C:19]=1[CH2:25]Br, predict the reaction product. The product is: [CH2:1]([N:8]1[CH2:25][C:19]2[C:18](=[CH:23][CH:22]=[C:21]([F:24])[CH:20]=2)[CH2:17]1)[C:2]1[CH:7]=[CH:6][CH:5]=[CH:4][CH:3]=1. (2) Given the reactants [Br:1][C:2]1[CH:10]=[CH:9][CH:8]=[C:7]2[C:3]=1[CH:4]=[C:5]([C:11]([OH:13])=O)[NH:6]2.Cl.Cl.Cl.[N:17]1([CH2:24][CH2:25][N:26]2[CH2:31][CH2:30][CH:29]([NH2:32])[CH2:28][CH2:27]2)[CH2:23][CH2:22][CH2:21][CH2:20][CH2:19][CH2:18]1.CCN(C(C)C)C(C)C.CN(C(ON1N=NC2C=CC=CC1=2)=[N+](C)C)C.[B-](F)(F)(F)F, predict the reaction product. The product is: [N:17]1([CH2:24][CH2:25][N:26]2[CH2:27][CH2:28][CH:29]([NH:32][C:11]([C:5]3[NH:6][C:7]4[C:3]([CH:4]=3)=[C:2]([Br:1])[CH:10]=[CH:9][CH:8]=4)=[O:13])[CH2:30][CH2:31]2)[CH2:23][CH2:22][CH2:21][CH2:20][CH2:19][CH2:18]1. (3) Given the reactants CC1NC(C2C=C(C=CC=2C)C(O)=O)=C(C)N=1.[CH3:18][C:19]1[C:23]([CH3:24])=[C:22]([C:25]2[CH:26]=[C:27]([CH:32]=[CH:33][C:34]=2[CH3:35])[C:28]([O:30]C)=[O:29])[NH:21][N:20]=1.CC1NC(C2C=C(C=CC=2C)C(OC)=O)=C(C)N=1, predict the reaction product. The product is: [CH3:18][C:19]1[C:23]([CH3:24])=[C:22]([C:25]2[CH:26]=[C:27]([CH:32]=[CH:33][C:34]=2[CH3:35])[C:28]([OH:30])=[O:29])[NH:21][N:20]=1. (4) Given the reactants [P:1]([O-:5])([O-:4])([O-:3])=[O:2].[Ca:6], predict the reaction product. The product is: [P:1]([O-:5])([O-:4])([O-:3])=[O:2].[Ca+2:6].[P:1]([O-:5])([O-:4])([O-:3])=[O:2].[Ca+2:6].[Ca+2:6].